Dataset: Catalyst prediction with 721,799 reactions and 888 catalyst types from USPTO. Task: Predict which catalyst facilitates the given reaction. Reactant: [S:1]1[C:5]2[CH:6]=[C:7]([N:10]3[CH2:14][CH2:13][N:12]([C:15]4[CH:16]=[N:17][CH:18]=[CH:19][C:20]=4[CH:21]=O)[C:11]3=[O:23])[CH:8]=[CH:9][C:4]=2[N:3]=[CH:2]1.[BH-](OC(C)=O)(OC(C)=O)OC(C)=O.[Na+].[CH:38]1([NH2:41])[CH2:40][CH2:39]1.C(O)(=O)C. Product: [S:1]1[C:5]2[CH:6]=[C:7]([N:10]3[CH2:14][CH2:13][N:12]([C:15]4[CH:16]=[N:17][CH:18]=[CH:19][C:20]=4[CH2:21][NH:41][CH:38]4[CH2:40][CH2:39]4)[C:11]3=[O:23])[CH:8]=[CH:9][C:4]=2[N:3]=[CH:2]1. The catalyst class is: 147.